This data is from Forward reaction prediction with 1.9M reactions from USPTO patents (1976-2016). The task is: Predict the product of the given reaction. (1) Given the reactants [Cl:1][C:2]1[CH:11]=[CH:10][C:9]2[N:8]=[C:7]([CH3:12])[CH:6]=[CH:5][C:4]=2[C:3]=1[C:13]([OH:15])=O.[C:16]1([C@H:22]([CH3:25])[CH2:23][NH2:24])[CH:21]=[CH:20][CH:19]=[CH:18][CH:17]=1.Cl, predict the reaction product. The product is: [ClH:1].[Cl:1][C:2]1[CH:11]=[CH:10][C:9]2[N:8]=[C:7]([CH3:12])[CH:6]=[CH:5][C:4]=2[C:3]=1[C:13]([NH:24][CH2:23][C@H:22]([C:16]1[CH:21]=[CH:20][CH:19]=[CH:18][CH:17]=1)[CH3:25])=[O:15]. (2) Given the reactants [CH2:1]([C:3]1[C:4]([C:13]([C:16]2[NH:20][C:19]3[CH:21]=[CH:22][C:23]([C:25]#[N:26])=[CH:24][C:18]=3[N:17]=2)([OH:15])[CH3:14])=[C:5]2[C:9](=[C:10]([CH3:12])[CH:11]=1)[NH:8][CH:7]=[CH:6]2)[CH3:2].C([O-])([O-])=O.[K+].[K+].[F:33][C:34]([F:40])([F:39])S([O-])(=O)=O.[F:33][C:34]([F:40])([F:39])[S+]1C2C=CC=CC=2C2C=CC=CC1=2, predict the reaction product. The product is: [CH2:1]([C:3]1[C:4]([C:13]([C:16]2[NH:20][C:19]3[CH:21]=[CH:22][C:23]([C:25]#[N:26])=[CH:24][C:18]=3[N:17]=2)([OH:15])[CH3:14])=[C:5]2[C:9](=[C:10]([CH3:12])[CH:11]=1)[NH:8][CH:7]=[C:6]2[C:34]([F:40])([F:39])[F:33])[CH3:2]. (3) Given the reactants [CH:1]1([N:7]2[CH2:11][C:10]([CH3:13])([CH3:12])[CH:9](OS(C3C=CC(C)=CC=3)(=O)=O)[C:8]2=[O:25])[CH2:6][CH2:5][CH2:4][CH2:3][CH2:2]1.[Cl:26][C:27]1[CH:32]=[C:31]([Cl:33])[CH:30]=[CH:29][C:28]=1[SH:34].C1CCN2C(=NCCC2)CC1, predict the reaction product. The product is: [CH:1]1([N:7]2[CH2:11][C:10]([CH3:12])([CH3:13])[CH:9]([S:34][C:28]3[CH:29]=[CH:30][C:31]([Cl:33])=[CH:32][C:27]=3[Cl:26])[C:8]2=[O:25])[CH2:2][CH2:3][CH2:4][CH2:5][CH2:6]1. (4) Given the reactants C[O:2][C:3](=[O:28])[CH:4]([NH:16][C:17]([CH3:27])=[CH:18][C:19](=[O:26])[C:20]1[CH:21]=[N:22][CH:23]=[CH:24][CH:25]=1)[CH2:5][C:6]1[CH:11]=[CH:10][C:9]([O:12][CH2:13][CH2:14]Br)=[CH:8][CH:7]=1.[CH:29]1[C:41]2[NH:40][C:39]3[C:34](=[CH:35][CH:36]=[CH:37][CH:38]=3)[C:33]=2[CH:32]=[CH:31][CH:30]=1.[OH-].[Na+], predict the reaction product. The product is: [CH3:27][C:17]([NH:16][CH:4]([CH2:5][C:6]1[CH:11]=[CH:10][C:9]([O:12][CH2:13][CH2:14][C:38]2[C:39]3[NH:40][C:41]4[C:33](=[CH:32][CH:31]=[CH:30][CH:29]=4)[C:34]=3[CH:35]=[CH:36][CH:37]=2)=[CH:8][CH:7]=1)[C:3]([OH:2])=[O:28])=[CH:18][C:19](=[O:26])[C:20]1[CH:21]=[N:22][CH:23]=[CH:24][CH:25]=1. (5) Given the reactants [F:1][C:2]1[CH:7]=[CH:6][CH:5]=[CH:4][C:3]=1[N:8]1[C:13]([CH3:14])=[CH:12][CH:11]=[C:10]([C:15]#N)[C:9]1=[O:17].[OH2:18].S(=O)(=O)(O)[OH:20], predict the reaction product. The product is: [F:1][C:2]1[CH:7]=[CH:6][CH:5]=[CH:4][C:3]=1[N:8]1[C:13]([CH3:14])=[CH:12][CH:11]=[C:10]([C:15]([OH:20])=[O:18])[C:9]1=[O:17]. (6) Given the reactants [C:1]([O:5][C:6]([N:8]([CH2:24][CH2:25][C:26]1[CH:31]=[CH:30][CH:29]=[CH:28][C:27]=1[O:32]CC1C=CC(C2OC3C=CC(C)=CC=3N=2)=CC=1)[CH:9]1[CH2:18][CH2:17][CH2:16][C:15]2[N:14]=[C:13]([C:19]([O:21][CH2:22][CH3:23])=[O:20])[CH:12]=[CH:11][C:10]1=2)=[O:7])([CH3:4])([CH3:3])[CH3:2].C([O-])=O.[NH4+], predict the reaction product. The product is: [C:1]([O:5][C:6]([N:8]([CH2:24][CH2:25][C:26]1[CH:31]=[CH:30][CH:29]=[CH:28][C:27]=1[OH:32])[CH:9]1[CH2:18][CH2:17][CH2:16][C:15]2[N:14]=[C:13]([C:19]([O:21][CH2:22][CH3:23])=[O:20])[CH:12]=[CH:11][C:10]1=2)=[O:7])([CH3:2])([CH3:3])[CH3:4]. (7) Given the reactants [C:1]([O:5][C:6]([NH:8][C@@H:9]1[C:23](=[O:24])[N:22]2[CH2:25][C@H:26]([O:28][C:29]3[C:38]4[C:33](=[CH:34][CH:35]=[CH:36][CH:37]=4)[C:32]([O:39][CH3:40])=[CH:31][N:30]=3)[CH2:27][C@H:21]2[C:20](=[O:41])[NH:19][C@:18]2([C:43]([OH:45])=O)[CH2:42][C@H:17]2[CH:16]=[CH:15][CH2:14][CH2:13][CH:12]([CH3:46])[CH2:11][C@H:10]1[CH3:47])=[O:7])([CH3:4])([CH3:3])[CH3:2].C1N=CN(C(N2C=NC=C2)=O)C=1.[CH:60]1([S:64]([NH2:67])(=[O:66])=[O:65])[CH2:63][CH2:62][CH2:61]1.C1CCN2C(=NCCC2)CC1, predict the reaction product. The product is: [CH:60]1([S:64]([NH:67][C:43]([C@@:18]23[CH2:42][C@H:17]2[CH:16]=[CH:15][CH2:14][CH2:13][CH:12]([CH3:46])[CH2:11][C@@H:10]([CH3:47])[C@H:9]([NH:8][C:6](=[O:7])[O:5][C:1]([CH3:4])([CH3:3])[CH3:2])[C:23](=[O:24])[N:22]2[CH2:25][C@H:26]([O:28][C:29]4[C:38]5[C:33](=[CH:34][CH:35]=[CH:36][CH:37]=5)[C:32]([O:39][CH3:40])=[CH:31][N:30]=4)[CH2:27][C@H:21]2[C:20](=[O:41])[NH:19]3)=[O:45])(=[O:66])=[O:65])[CH2:63][CH2:62][CH2:61]1. (8) Given the reactants [Li].C[Si](C)(C)[NH:4][Si](C)(C)C.[CH3:11][O:12][C:13]1[CH:14]=[C:15]([CH:18]=[CH:19][C:20]=1[O:21][CH2:22][C:23]1[CH:28]=[CH:27][CH:26]=[CH:25][CH:24]=1)[C:16]#[N:17], predict the reaction product. The product is: [CH2:22]([O:21][C:20]1[CH:19]=[CH:18][C:15]([C:16]([NH2:4])=[NH:17])=[CH:14][C:13]=1[O:12][CH3:11])[C:23]1[CH:28]=[CH:27][CH:26]=[CH:25][CH:24]=1.